From a dataset of NCI-60 drug combinations with 297,098 pairs across 59 cell lines. Regression. Given two drug SMILES strings and cell line genomic features, predict the synergy score measuring deviation from expected non-interaction effect. (1) Drug 1: C1=CN(C(=O)N=C1N)C2C(C(C(O2)CO)O)(F)F. Drug 2: CC(C)(C#N)C1=CC=C(C=C1)N2C3=C4C=C(C=CC4=NC=C3N(C2=O)C)C5=CC6=CC=CC=C6N=C5. Cell line: SK-OV-3. Synergy scores: CSS=72.6, Synergy_ZIP=10.0, Synergy_Bliss=9.33, Synergy_Loewe=7.23, Synergy_HSA=13.7. (2) Drug 1: C1=C(C(=O)NC(=O)N1)N(CCCl)CCCl. Drug 2: CCC1(CC2CC(C3=C(CCN(C2)C1)C4=CC=CC=C4N3)(C5=C(C=C6C(=C5)C78CCN9C7C(C=CC9)(C(C(C8N6C=O)(C(=O)OC)O)OC(=O)C)CC)OC)C(=O)OC)O.OS(=O)(=O)O. Cell line: A498. Synergy scores: CSS=17.9, Synergy_ZIP=-4.84, Synergy_Bliss=13.2, Synergy_Loewe=7.69, Synergy_HSA=9.69. (3) Drug 1: C1=CC(=CC=C1CCC2=CNC3=C2C(=O)NC(=N3)N)C(=O)NC(CCC(=O)O)C(=O)O. Drug 2: CCC1(CC2CC(C3=C(CCN(C2)C1)C4=CC=CC=C4N3)(C5=C(C=C6C(=C5)C78CCN9C7C(C=CC9)(C(C(C8N6C=O)(C(=O)OC)O)OC(=O)C)CC)OC)C(=O)OC)O.OS(=O)(=O)O. Cell line: SF-295. Synergy scores: CSS=25.3, Synergy_ZIP=-1.22, Synergy_Bliss=-1.38, Synergy_Loewe=0.391, Synergy_HSA=1.07.